From a dataset of Forward reaction prediction with 1.9M reactions from USPTO patents (1976-2016). Predict the product of the given reaction. Given the reactants Cl[C:2]1[CH:11]=[CH:10][N:9]=[C:8]2[C:3]=1[C:4]1[CH:16]=[CH:15][CH:14]=[CH:13][C:5]=1[C:6](=[O:12])[NH:7]2.[O-:17][C:18]1[CH:23]=[CH:22][CH:21]=[CH:20][CH:19]=1.[Li+].CC([N:28](C)C)=O, predict the reaction product. The product is: [NH2:28][C:21]1[CH:22]=[CH:23][C:18]([O:17][C:2]2[CH:11]=[CH:10][N:9]=[C:8]3[C:3]=2[C:4]2[CH:16]=[CH:15][CH:14]=[CH:13][C:5]=2[C:6](=[O:12])[NH:7]3)=[CH:19][CH:20]=1.